Task: Predict the product of the given reaction.. Dataset: Forward reaction prediction with 1.9M reactions from USPTO patents (1976-2016) (1) Given the reactants [CH2:1]=[CH:2][C:3]1[CH:8]=[CH:7][CH:6]=[CH:5][CH:4]=1.C=C.Cl(O)(=O)=O.[CH2:15](O)[CH3:16], predict the reaction product. The product is: [CH2:1]=[CH:2][C:3]1[CH:8]=[CH:7][CH:6]=[CH:5][CH:4]=1.[CH2:15]=[CH2:16]. (2) Given the reactants Cl[CH2:2][CH2:3][CH2:4][N:5]1[C:13]([O:14]C)=[N:12][C:11]2[C:6]1=[N:7][C:8]([O:17][C@@H:18]([CH3:22])[CH2:19][CH2:20][CH3:21])=[N:9][C:10]=2[NH2:16].[NH:23]1[CH2:28][CH2:27][CH2:26][CH2:25][CH2:24]1, predict the reaction product. The product is: [NH2:16][C:10]1[N:9]=[C:8]([O:17][C@@H:18]([CH3:22])[CH2:19][CH2:20][CH3:21])[N:7]=[C:6]2[C:11]=1[NH:12][C:13](=[O:14])[N:5]2[CH2:4][CH2:3][CH2:2][N:23]1[CH2:28][CH2:27][CH2:26][CH2:25][CH2:24]1. (3) Given the reactants [CH2:1]([N:3]([CH2:20][CH3:21])[CH2:4][CH2:5][N:6]1[CH2:12][CH2:11][CH2:10][C:9]2[NH:13][C:14]([CH:17]=O)=[C:15]([CH3:16])[C:8]=2[C:7]1=[O:19])[CH3:2].[Cl:22][C:23]1[CH:24]=[C:25]2[C:29](=[CH:30][CH:31]=1)[NH:28][C:27](=[O:32])[CH2:26]2, predict the reaction product. The product is: [Cl:22][C:23]1[CH:24]=[C:25]2[C:29](=[CH:30][CH:31]=1)[NH:28][C:27](=[O:32])[C:26]2=[CH:17][C:14]1[NH:13][C:9]2[CH2:10][CH2:11][CH2:12][N:6]([CH2:5][CH2:4][N:3]([CH2:20][CH3:21])[CH2:1][CH3:2])[C:7](=[O:19])[C:8]=2[C:15]=1[CH3:16]. (4) The product is: [Br:1][C:2]1[CH:6]=[C:5]([CH:17]=[O:18])[N:4]([CH3:8])[N:3]=1. Given the reactants [Br:1][C:2]1[CH:6]=[C:5](Br)[N:4]([CH3:8])[N:3]=1.C([Mg]Cl)(C)C.CN([CH:17]=[O:18])C, predict the reaction product. (5) Given the reactants [C:1]([C:3]([CH3:24])([CH3:23])[C:4]1[CH:9]=[CH:8][C:7]([NH:10][C:11](=[O:22])[C:12]2[CH:17]=[CH:16][C:15]([O:18][CH3:19])=[C:14]([O:20][CH3:21])[CH:13]=2)=[CH:6][CH:5]=1)#[N:2].OO.C([O-])([O-])=[O:28].[K+].[K+], predict the reaction product. The product is: [C:1]([C:3]([C:4]1[CH:5]=[CH:6][C:7]([NH:10][C:11](=[O:22])[C:12]2[CH:17]=[CH:16][C:15]([O:18][CH3:19])=[C:14]([O:20][CH3:21])[CH:13]=2)=[CH:8][CH:9]=1)([CH3:24])[CH3:23])(=[O:28])[NH2:2].